Dataset: Reaction yield outcomes from USPTO patents with 853,638 reactions. Task: Predict the reaction yield, written as a fraction of the theoretical maximum amount of product (1.0 means a 100% yield; for example, 0.34 means a 34% yield). (1) The reactants are [C:1]([C:5]1[CH:10]=[CH:9][CH:8]=[CH:7][C:6]=1[OH:11])([CH3:4])([CH3:3])[CH3:2].[CH2:12](Br)[C:13]#[CH:14].C(=O)([O-])[O-].[K+].[K+]. The catalyst is C(#N)C.O. The product is [C:1]([C:5]1[CH:10]=[CH:9][CH:8]=[CH:7][C:6]=1[O:11][CH2:14][C:13]#[CH:12])([CH3:4])([CH3:2])[CH3:3]. The yield is 0.900. (2) The reactants are [CH3:1][Mg+].[Br-].[Cl:4][C:5]1[C:13]2[CH:12]=[C:11]([C:14](N(OC)C)=[O:15])[S:10][C:9]=2[CH:8]=[CH:7][CH:6]=1. The catalyst is C1COCC1. The product is [Cl:4][C:5]1[C:13]2[CH:12]=[C:11]([C:14](=[O:15])[CH3:1])[S:10][C:9]=2[CH:8]=[CH:7][CH:6]=1. The yield is 0.869. (3) The reactants are C1([C:7]2[CH:16]=[CH:15][C:14]3[C:9](=[CH:10][C:11]([C:17]([OH:19])=[O:18])=[CH:12][CH:13]=3)[N:8]=2)C=CC=CC=1.COC(=O)[C:23]1[CH:28]=[CH:27][C:26](C=O)=[C:25](N)[CH:24]=1.C1(CC=O)C=CC=CC=1. No catalyst specified. The product is [C:23]1([C:16]2[CH:7]=[N:8][C:9]3[C:14]([CH:15]=2)=[CH:13][CH:12]=[C:11]([C:17]([OH:19])=[O:18])[CH:10]=3)[CH:28]=[CH:27][CH:26]=[CH:25][CH:24]=1. The yield is 0.870. (4) The product is [Cl:1][C:2]1[CH:29]=[CH:28][C:5]([CH2:6][O:7][C:8]2[C:9]([O:25][CH2:26][CH3:27])=[C:10]([C:14]([C:16]3[C:24]4[C:19](=[N:20][CH:21]=[CH:22][CH:23]=4)[NH:18][CH:17]=3)=[O:15])[CH:11]=[CH:12][CH:13]=2)=[CH:4][CH:3]=1. The catalyst is O1CCCC1. The reactants are [Cl:1][C:2]1[CH:29]=[CH:28][C:5]([CH2:6][O:7][C:8]2[C:9]([O:25][CH2:26][CH3:27])=[C:10]([CH:14]([C:16]3[C:24]4[C:19](=[N:20][CH:21]=[CH:22][CH:23]=4)[NH:18][CH:17]=3)[OH:15])[CH:11]=[CH:12][CH:13]=2)=[CH:4][CH:3]=1.CC(OI1(OC(C)=O)(OC(C)=O)OC(=O)C2C=CC=CC1=2)=O. The yield is 0.750.